From a dataset of Reaction yield outcomes from USPTO patents with 853,638 reactions. Predict the reaction yield, written as a fraction of the theoretical maximum amount of product (1.0 means a 100% yield; for example, 0.34 means a 34% yield). (1) The reactants are [OH:1][C:2]1([C:15]2[S:16][CH:17]=[CH:18][N:19]=2)[CH2:7][CH2:6][CH:5]([C:8]([O:10][C:11]([CH3:14])([CH3:13])[CH3:12])=[O:9])[CH2:4][CH2:3]1.CN(C=O)C.C1C(=O)N([Br:32])C(=O)C1. The catalyst is O.C(OCC)(=O)C. The product is [Br:32][C:17]1[S:16][C:15]([C:2]2([OH:1])[CH2:7][CH2:6][CH:5]([C:8]([O:10][C:11]([CH3:14])([CH3:12])[CH3:13])=[O:9])[CH2:4][CH2:3]2)=[N:19][CH:18]=1. The yield is 0.780. (2) The reactants are [CH3:1][O:2][C:3]([C:5]1[C:9]([NH:10][C:11](=[O:38])[C:12]2[CH:17]=[CH:16][CH:15]=[C:14]([CH2:18][N:19]3[C:24](=[O:25])[CH:23]=[CH:22][C:21]([O:26][CH2:27][CH2:28][CH2:29][NH:30]C(OC(C)(C)C)=O)=[N:20]3)[CH:13]=2)=[CH:8][N:7]([CH3:39])[N:6]=1)=[O:4].Cl.O1CCOCC1.C(=O)([O-])[O-].[Na+].[Na+]. The catalyst is CO.O. The product is [CH3:1][O:2][C:3]([C:5]1[C:9]([NH:10][C:11](=[O:38])[C:12]2[CH:17]=[CH:16][CH:15]=[C:14]([CH2:18][N:19]3[C:24](=[O:25])[CH:23]=[CH:22][C:21]([O:26][CH2:27][CH2:28][CH2:29][NH2:30])=[N:20]3)[CH:13]=2)=[CH:8][N:7]([CH3:39])[N:6]=1)=[O:4]. The yield is 0.850. (3) The reactants are [CH3:1][O:2][C:3]1[C:4]([NH:14][C:15](=[O:19])OCC)=[N:5][C:6]2[C:11]([N:12]=1)=[CH:10][C:9]([CH3:13])=[CH:8][CH:7]=2.[F:20][C:21]1[CH:26]=[CH:25][C:24]([N:27]2[CH2:32][CH2:31][NH:30][CH2:29][CH2:28]2)=[CH:23][CH:22]=1. No catalyst specified. The product is [CH3:1][O:2][C:3]1[C:4]([NH:14][C:15]([N:30]2[CH2:29][CH2:28][N:27]([C:24]3[CH:23]=[CH:22][C:21]([F:20])=[CH:26][CH:25]=3)[CH2:32][CH2:31]2)=[O:19])=[N:5][C:6]2[C:11]([N:12]=1)=[CH:10][C:9]([CH3:13])=[CH:8][CH:7]=2. The yield is 0.900. (4) The reactants are [CH2:1]([O:8][C:9]1[C:17]([CH2:18][CH:19]([OH:22])[CH2:20][OH:21])=[CH:16][CH:15]=[C:14]2[C:10]=1[CH2:11][CH2:12][CH2:13]2)[C:2]1[CH:7]=[CH:6][CH:5]=[CH:4][CH:3]=1.[Si:23](Cl)([C:26]([CH3:29])([CH3:28])[CH3:27])([CH3:25])[CH3:24].N1C=CN=C1. The catalyst is CN(C)C=O. The product is [CH2:1]([O:8][C:9]1[C:17]([CH2:18][CH:19]([OH:22])[CH2:20][O:21][Si:23]([C:26]([CH3:29])([CH3:28])[CH3:27])([CH3:25])[CH3:24])=[CH:16][CH:15]=[C:14]2[C:10]=1[CH2:11][CH2:12][CH2:13]2)[C:2]1[CH:3]=[CH:4][CH:5]=[CH:6][CH:7]=1. The yield is 0.730. (5) The catalyst is C1COCC1. The product is [CH2:1]([C:3]1[C:4](=[O:30])[N:5]([CH2:21][CH2:22][C:23]2[CH:28]=[CH:27][CH:26]=[CH:25][CH:24]=2)[C:6]([C:10]2[CH:15]=[CH:14][CH:13]=[CH:12][C:11]=2[O:17][CH3:18])=[N:7][C:8]=1[CH2:9][CH3:32])[CH3:2]. The yield is 0.770. The reactants are [CH2:1]([C:3]1[C:4](=[O:30])[N:5]([CH2:21][CH2:22][C:23]2[CH:28]=[CH:27][CH:26]=[CH:25][C:24]=2F)[C:6]([C:10]2[CH:15]=[CH:14][CH:13]=[C:12](F)[C:11]=2[O:17][CH2:18]OC)=[N:7][C:8]=1[CH3:9])[CH3:2].[Li+].[CH3:32]C([N-]C(C)C)C.C(Br)C1C=CC=CC=1. (6) The reactants are [F:1][C:2]([F:19])([F:18])[C:3]1[N:8]=[C:7]([O:9][C:10]2[CH:17]=[CH:16][C:13]([CH:14]=O)=[CH:12][CH:11]=2)[CH:6]=[CH:5][CH:4]=1.[H-].[Na+].[CH2:22]1COCC1. The catalyst is [Br-].C[P+](C1C=CC=CC=1)(C1C=CC=CC=1)C1C=CC=CC=1. The product is [F:1][C:2]([F:19])([F:18])[C:3]1[CH:4]=[CH:5][CH:6]=[C:7]([O:9][C:10]2[CH:17]=[CH:16][C:13]([CH:14]=[CH2:22])=[CH:12][CH:11]=2)[N:8]=1. The yield is 0.604. (7) The product is [Br:8][C:6]1[CH:5]=[CH:4][C:3]2=[C:2]([CH:7]=1)[NH:1][C:19](=[O:20])[CH2:18][N:17]=[C:9]2[C:11]1[CH:16]=[CH:15][CH:14]=[CH:13][CH:12]=1. The reactants are [NH2:1][C:2]1[CH:7]=[C:6]([Br:8])[CH:5]=[CH:4][C:3]=1[C:9]([C:11]1[CH:16]=[CH:15][CH:14]=[CH:13][CH:12]=1)=O.[NH2:17][CH2:18][C:19](OCC)=[O:20]. The catalyst is N1C=CC=CC=1. The yield is 0.510. (8) The reactants are [NH2:1][C:2]1[CH:17]=[CH:16][C:15]([Cl:18])=[CH:14][C:3]=1[C:4]([NH:6][C:7]1[CH:12]=[CH:11][CH:10]=[CH:9][C:8]=1[Cl:13])=[O:5].[Cl:19][CH2:20][C:21](Cl)=O. The catalyst is C(O)(=O)C. The product is [Cl:18][C:15]1[CH:14]=[C:3]2[C:2](=[CH:17][CH:16]=1)[N:1]=[C:21]([CH2:20][Cl:19])[N:6]([C:7]1[CH:12]=[CH:11][CH:10]=[CH:9][C:8]=1[Cl:13])[C:4]2=[O:5]. The yield is 0.920. (9) The reactants are C[I:2].[C:3]([O:7][C:8]([NH:10][CH:11]([C:23]1[CH:28]=[CH:27][CH:26]=[CH:25][CH:24]=1)[C:12]([O:14][C@@H:15]1[CH:20]2[CH2:21][CH2:22][N:17]([CH2:18][CH2:19]2)[CH2:16]1)=[O:13])=[O:9])([CH3:6])([CH3:5])[CH3:4].[CH3:29]COCC. The catalyst is C(OCC)(=O)C. The product is [I-:2].[C:3]([O:7][C:8]([NH:10][CH:11]([C:23]1[CH:28]=[CH:27][CH:26]=[CH:25][CH:24]=1)[C:12]([O:14][C@@H:15]1[CH:20]2[CH2:21][CH2:22][N+:17]([CH3:29])([CH2:18][CH2:19]2)[CH2:16]1)=[O:13])=[O:9])([CH3:6])([CH3:4])[CH3:5]. The yield is 0.350. (10) The reactants are [Cl:1][C:2]1[N:10]=[C:9]2[C:5]([N:6]=[CH:7][N:8]2[C@@H:11]2[C@@H:16]3[C@@H:14]([CH2:15]3)[C@@H:13]([OH:17])[C@H:12]2[OH:18])=[C:4]([NH:19][CH2:20][C:21]2[CH:26]=[CH:25][CH:24]=[C:23]([C:27]#[C:28][CH2:29][CH2:30][CH2:31][CH2:32][C:33]#[CH:34])[CH:22]=2)[N:3]=1.ClC1N=C2C(N=CN2[C@@H]2[C@@H]3[C@@H](C3)[C@@H](O)[C@H]2O)=C(NCC2C=CC=C(C#CCCCC3[N:67]=[N:68][N:69]([C:71]4[CH:76]=[CH:75][C:74]([F:77])=[C:73]([N+:78]([O-:80])=[O:79])[CH:72]=4)C=3)C=2)N=1. No catalyst specified. The product is [Cl:1][C:2]1[N:10]=[C:9]2[C:5]([N:6]=[CH:7][N:8]2[C@@H:11]2[C@@H:16]3[C@@H:14]([CH2:15]3)[C@@H:13]([OH:17])[C@H:12]2[OH:18])=[C:4]([NH:19][CH2:20][C:21]2[CH:26]=[CH:25][CH:24]=[C:23]([C:27]#[C:28][CH2:29][CH2:30][CH2:31][CH2:32][C:33]3[N:67]=[N:68][N:69]([C:71]4[CH:76]=[CH:75][C:74]([F:77])=[C:73]([N+:78]([O-:80])=[O:79])[CH:72]=4)[CH:34]=3)[CH:22]=2)[N:3]=1. The yield is 0.950.